This data is from Catalyst prediction with 721,799 reactions and 888 catalyst types from USPTO. The task is: Predict which catalyst facilitates the given reaction. (1) Reactant: C(OC(=O)[NH:7][C:8]1[CH:13]=[C:12]([CH3:14])[C:11]([CH2:15][NH:16][C:17]([C:19]2[O:23][N:22]=[C:21]([CH2:24][C:25]3[CH:30]=[CH:29][CH:28]=[CH:27][CH:26]=3)[N:20]=2)=[O:18])=[C:10]([CH3:31])[N:9]=1)(C)(C)C.C(O)(C(F)(F)F)=O. Product: [NH2:7][C:8]1[N:9]=[C:10]([CH3:31])[C:11]([CH2:15][NH:16][C:17]([C:19]2[O:23][N:22]=[C:21]([CH2:24][C:25]3[CH:30]=[CH:29][CH:28]=[CH:27][CH:26]=3)[N:20]=2)=[O:18])=[C:12]([CH3:14])[CH:13]=1. The catalyst class is: 2. (2) Product: [OH:19][C:16]1[CH:17]=[CH:18][C:13]([N:3]2[C:4]3[C:9](=[CH:8][CH:7]=[CH:6][CH:5]=3)[C:10]([C:11]#[N:12])=[C:2]2[N:20]2[CH:24]=[CH:23][CH:22]=[CH:21]2)=[CH:14][CH:15]=1. Reactant: Br[C:2]1[N:3]([C:13]2[CH:18]=[CH:17][C:16]([OH:19])=[CH:15][CH:14]=2)[C:4]2[C:9]([C:10]=1[C:11]#[N:12])=[CH:8][CH:7]=[CH:6][CH:5]=2.[NH:20]1[CH:24]=[CH:23][CH:22]=[CH:21]1.C(=O)([O-])[O-].[Cs+].[Cs+]. The catalyst class is: 471. (3) Reactant: [C:1]([C:3]1[CH:8]=[CH:7][C:6]([CH:9]2[C:18]3[C:13](=[CH:14][CH:15]=[N:16][C:17]=3[O:19][CH2:20][CH3:21])[NH:12][C:11]([CH3:22])=[C:10]2[C:23]([OH:25])=O)=[C:5]([O:26][CH3:27])[CH:4]=1)#[N:2].C([N:30]1[CH:34]=[CH:33][N:32]=[CH:31]1)([N:30]1[CH:34]=[CH:33][N:32]=[CH:31]1)=O. Product: [CH2:20]([O:19][C:17]1[N:16]=[CH:15][CH:14]=[C:13]2[C:18]=1[CH:9]([C:6]1[CH:7]=[CH:8][C:3]([C:1]#[N:2])=[CH:4][C:5]=1[O:26][CH3:27])[C:10]([C:23]([N:30]1[CH:34]=[CH:33][N:32]=[CH:31]1)=[O:25])=[C:11]([CH3:22])[NH:12]2)[CH3:21]. The catalyst class is: 13. (4) Reactant: [C:1]([C:4]1[N:9]=[C:8]([C:10]2[CH:15]=[CH:14][C:13](B(O)O)=[CH:12][CH:11]=2)[C:7]([CH3:19])=[N:6][C:5]=1[CH3:20])(=[O:3])[NH2:2].[Cl:21][C:22]1[CH:27]=[C:26](OS(C(F)(F)F)(=O)=O)[C:25]([Cl:36])=[CH:24][C:23]=1[CH2:37][C:38]([O:40][CH3:41])=[O:39].C(=O)([O-])[O-].[Na+].[Na+].[Cl-].[Li+]. Product: [C:1]([C:4]1[N:9]=[C:8]([C:10]2[CH:15]=[CH:14][C:13]([C:26]3[CH:27]=[C:22]([Cl:21])[C:23]([CH2:37][C:38]([O:40][CH3:41])=[O:39])=[CH:24][C:25]=3[Cl:36])=[CH:12][CH:11]=2)[C:7]([CH3:19])=[N:6][C:5]=1[CH3:20])(=[O:3])[NH2:2]. The catalyst class is: 104. (5) Reactant: [NH2:1][C:2]1[N:7]=[CH:6][C:5]([O:8][C:9]2[CH:10]=[CH:11][C:12]([CH3:25])=[C:13]([NH:15][C:16]([C:18]3[N:22]([CH3:23])[N:21]=[C:20]([CH3:24])[CH:19]=3)=[O:17])[CH:14]=2)=[CH:4][CH:3]=1.[N:26]([C:29]([O:31][CH2:32][CH3:33])=[O:30])=[C:27]=[S:28].CS(C)=O. Product: [CH3:23][N:22]1[C:18]([C:16]([NH:15][C:13]2[CH:14]=[C:9]([CH:10]=[CH:11][C:12]=2[CH3:25])[O:8][C:5]2[CH:4]=[CH:3][C:2]([NH:1][C:27]([NH:26][C:29](=[O:30])[O:31][CH2:32][CH3:33])=[S:28])=[N:7][CH:6]=2)=[O:17])=[CH:19][C:20]([CH3:24])=[N:21]1. The catalyst class is: 6. (6) Reactant: [NH2:1][C:2]1[CH:7]=[CH:6][C:5]([N:8]2[CH2:13][CH2:12]N(C(=O)C)[CH2:10][CH2:9]2)=[CH:4][CH:3]=1.[CH3:17][C:18]([O-:21])(C)[CH3:19].[Na+].Cl[C:24]1[N:25]=[CH:26][C:27]2[CH:32]=[CH:31][N:30]([CH:33]([CH2:36][CH3:37])[CH2:34][CH3:35])[C:28]=2[N:29]=1.C1C=CC(P(C2C(C3C(P(C4C=CC=CC=4)C4C=CC=CC=4)=CC=C4C=3C=CC=C4)=C3C(C=CC=C3)=CC=2)C2C=CC=CC=2)=CC=1. Product: [CH2:34]([CH:33]([N:30]1[C:28]2[N:29]=[C:24]([NH:1][C:2]3[CH:3]=[CH:4][C:5]([N:8]4[CH2:9][CH2:10][CH:17]([C:18](=[O:21])[CH3:19])[CH2:12][CH2:13]4)=[CH:6][CH:7]=3)[N:25]=[CH:26][C:27]=2[CH:32]=[CH:31]1)[CH2:36][CH3:37])[CH3:35]. The catalyst class is: 62. (7) The catalyst class is: 15. Product: [CH2:33]([NH:32][C:30]([NH:29][C:17]1[N:16]=[CH:15][C:14]([C:10]2[CH:11]=[N:12][CH:13]=[C:8]([C:6]3[NH:39][N:2]=[C:3]([CH3:4])[N:5]=3)[CH:9]=2)=[C:19]([C:20]2[S:21][CH:22]=[C:23]([C:25]([F:27])([F:26])[F:28])[N:24]=2)[CH:18]=1)=[O:31])[CH3:34]. Reactant: C[N:2](C)[C:3](=[N:5][C:6]([C:8]1[CH:9]=[C:10]([C:14]2[CH:15]=[N:16][C:17]([NH:29][C:30]([NH:32][CH2:33][CH3:34])=[O:31])=[CH:18][C:19]=2[C:20]2[S:21][CH:22]=[C:23]([C:25]([F:28])([F:27])[F:26])[N:24]=2)[CH:11]=[N:12][CH:13]=1)=O)[CH3:4].C([NH:39]N)(=O)C. (8) Reactant: F[C:2]1[C:7]([F:8])=[CH:6][CH:5]=[CH:4][N:3]=1.[C:9]([O:17][CH2:18][CH3:19])(=[O:16])[CH2:10][C:11]([O:13][CH2:14][CH3:15])=[O:12].C(=O)([O-])[O-].[Cs+].[Cs+]. Product: [F:8][C:7]1[C:2]([CH:10]([C:11]([O:13][CH2:14][CH3:15])=[O:12])[C:9]([O:17][CH2:18][CH3:19])=[O:16])=[N:3][CH:4]=[CH:5][CH:6]=1. The catalyst class is: 16.